From a dataset of Full USPTO retrosynthesis dataset with 1.9M reactions from patents (1976-2016). Predict the reactants needed to synthesize the given product. Given the product [CH3:27][N:28]1[CH:32]=[C:31]([C:18]2[N:23]=[CH:22][C:21]3[CH:24]=[N:25][N:26]([C:12]4[N:11]=[C:10]([N:1]5[CH2:7][C@H:6]([OH:8])[CH2:5][NH:4][CH2:3][CH2:2]5)[CH:15]=[CH:14][CH:13]=4)[C:20]=3[CH:19]=2)[CH:30]=[N:29]1, predict the reactants needed to synthesize it. The reactants are: [NH:1]1[CH2:7][CH:6]([OH:8])[CH2:5][NH:4][CH2:3][CH2:2]1.Br[C:10]1[CH:15]=[CH:14][CH:13]=[C:12](F)[N:11]=1.Cl[C:18]1[N:23]=[CH:22][C:21]2[CH:24]=[N:25][NH:26][C:20]=2[CH:19]=1.[CH3:27][N:28]1[CH:32]=[C:31](B2OC(C)(C)C(C)(C)O2)[CH:30]=[N:29]1.